Dataset: Forward reaction prediction with 1.9M reactions from USPTO patents (1976-2016). Task: Predict the product of the given reaction. (1) Given the reactants [F:1][CH:2]([F:42])[C:3]1[CH:12]=[C:11]2[C:6]([CH2:7][CH2:8][CH2:9][N:10]2[C:13]2[C:17]3[CH2:18][N:19]([C:22]([O:24]C(C)(C)C)=O)[CH2:20][CH2:21][C:16]=3[N:15]([CH:29]3[CH2:35][CH2:34][CH2:33]O[CH2:31][CH2:30]3)[N:14]=2)=[CH:5][C:4]=1[C:36]1[CH:37]=[N:38][N:39]([CH3:41])[CH:40]=1.[CH:43]1([N:49]2C3CCN(C(OC(C)(C)C)=O)CC=3C(N3C4C(=CC(C5C=NN(C)C=5)=C(C(F)F)C=4)CCC3)=N2)CCCCC1.FC(F)(F)C(O)=O.C(N(CC)CC)C.CNC(N1C=CN=C1)=O, predict the reaction product. The product is: [CH:29]1([N:15]2[C:16]3[CH2:21][CH2:20][N:19]([C:22]([NH:49][CH3:43])=[O:24])[CH2:18][C:17]=3[C:13]([N:10]3[C:11]4[C:6](=[CH:5][C:4]([C:36]5[CH:37]=[N:38][N:39]([CH3:41])[CH:40]=5)=[C:3]([CH:2]([F:42])[F:1])[CH:12]=4)[CH2:7][CH2:8][CH2:9]3)=[N:14]2)[CH2:35][CH2:34][CH2:33][CH2:31][CH2:30]1. (2) Given the reactants [N-:1]=[N+:2]=[N-:3].[Na+].[NH4+].[Cl-].[Cl:7][C:8]1[CH:9]=[C:10]([CH:13]=[C:14]([N:16]2[CH2:21][CH2:20][CH:19]([NH:22][CH3:23])[CH2:18][CH2:17]2)[N:15]=1)[C:11]#[N:12], predict the reaction product. The product is: [Cl:7][C:8]1[N:15]=[C:14]([N:16]2[CH2:21][CH2:20][CH:19]([NH:22][CH3:23])[CH2:18][CH2:17]2)[CH:13]=[C:10]([C:11]2[NH:12][N:3]=[N:2][N:1]=2)[CH:9]=1. (3) Given the reactants [CH3:1][O:2][C:3]1[C:4]([CH:20]([OH:25])[C:21]([F:24])([F:23])[F:22])=[C:5]2[C:9](=[C:10]([CH3:12])[CH:11]=1)[N:8]([C:13]([O:15][C:16]([CH3:19])([CH3:18])[CH3:17])=[O:14])[CH:7]=[CH:6]2.CC(OI1(OC(C)=O)(OC(C)=O)OC(=O)C2C=CC=CC1=2)=O, predict the reaction product. The product is: [CH3:1][O:2][C:3]1[C:4]([C:20](=[O:25])[C:21]([F:24])([F:23])[F:22])=[C:5]2[C:9](=[C:10]([CH3:12])[CH:11]=1)[N:8]([C:13]([O:15][C:16]([CH3:19])([CH3:18])[CH3:17])=[O:14])[CH:7]=[CH:6]2. (4) Given the reactants Cl[C:2]1[CH:7]=[C:6]([N:8]2[CH2:13][CH2:12][O:11][CH2:10][CH2:9]2)[N:5]=[C:4]([N:14]([CH3:16])[CH3:15])[N:3]=1.[CH3:17][C:18]1[CH:24]=[CH:23][C:21]([NH2:22])=[CH:20][C:19]=1B1OC(C)(C)C(C)(C)O1.C(=O)([O-])[O-].[Na+].[Na+], predict the reaction product. The product is: [NH2:22][C:21]1[CH:20]=[CH:19][C:18]([CH3:17])=[C:24]([C:2]2[CH:7]=[C:6]([N:8]3[CH2:13][CH2:12][O:11][CH2:10][CH2:9]3)[N:5]=[C:4]([N:14]([CH3:16])[CH3:15])[N:3]=2)[CH:23]=1. (5) Given the reactants [S:1]1[CH:5]=[CH:4][N:3]=[C:2]1[C:6]1([OH:12])[CH2:11][CH2:10][NH:9][CH2:8][CH2:7]1.Cl[C:14]1[CH:15]=[CH:16][C:17]2[N:18]([C:20]([C:23]([F:26])([F:25])[F:24])=[N:21][N:22]=2)[N:19]=1, predict the reaction product. The product is: [S:1]1[CH:5]=[CH:4][N:3]=[C:2]1[C:6]1([OH:12])[CH2:7][CH2:8][N:9]([C:14]2[CH:15]=[CH:16][C:17]3[N:18]([C:20]([C:23]([F:24])([F:26])[F:25])=[N:21][N:22]=3)[N:19]=2)[CH2:10][CH2:11]1. (6) Given the reactants [CH3:1][O:2][CH2:3][CH2:4][CH2:5][CH2:6][C@H:7]1[CH2:12][NH:11][CH2:10][CH2:9][NH:8]1.[CH3:13][C:14]1[S:23][C:22]2[NH:21][C:20]3[CH:24]=[CH:25][CH:26]=[CH:27][C:19]=3[N:18]=[C:17](N)[C:16]=2[CH:15]=1, predict the reaction product. The product is: [CH3:1][O:2][CH2:3][CH2:4][CH2:5][CH2:6][C@@H:7]1[NH:8][CH2:9][CH2:10][N:11]([C:17]2[C:16]3[CH:15]=[C:14]([CH3:13])[S:23][C:22]=3[NH:21][C:20]3[CH:24]=[CH:25][CH:26]=[CH:27][C:19]=3[N:18]=2)[CH2:12]1. (7) Given the reactants [C:1]1([C:7]2[C:15]3[C:10](=[CH:11][CH:12]=[C:13]([N:16]4[CH:20]=[CH:19][CH:18]=[CH:17]4)[CH:14]=3)[NH:9][C:8]=2[C:21](O)=[O:22])[CH:6]=[CH:5][CH:4]=[CH:3][CH:2]=1.Cl.[CH2:25]([O:27][C:28](=[O:38])[C@H:29]([CH2:31][C:32]1[CH:37]=[CH:36][CH:35]=[CH:34][CH:33]=1)[NH2:30])[CH3:26], predict the reaction product. The product is: [C:1]1([C:7]2[C:15]3[C:10](=[CH:11][CH:12]=[C:13]([N:16]4[CH:20]=[CH:19][CH:18]=[CH:17]4)[CH:14]=3)[NH:9][C:8]=2[C:21]([NH:30][C@H:29]([C:28]([O:27][CH2:25][CH3:26])=[O:38])[CH2:31][C:32]2[CH:37]=[CH:36][CH:35]=[CH:34][CH:33]=2)=[O:22])[CH:2]=[CH:3][CH:4]=[CH:5][CH:6]=1.